This data is from Reaction yield outcomes from USPTO patents with 853,638 reactions. The task is: Predict the reaction yield, written as a fraction of the theoretical maximum amount of product (1.0 means a 100% yield; for example, 0.34 means a 34% yield). (1) The product is [N:19]1([C:4]2[O:5][C:6]3[C:11]([C:12](=[O:14])[CH:13]=2)=[CH:10][CH:9]=[C:8]2[CH:15]=[CH:16][CH:17]=[CH:18][C:7]=32)[CH2:24][CH2:23][NH:22][CH2:21][CH2:20]1. The yield is 0.280. The catalyst is CO. The reactants are C(S[C:4]1[O:5][C:6]2[C:11]([C:12](=[O:14])[CH:13]=1)=[CH:10][CH:9]=[C:8]1[CH:15]=[CH:16][CH:17]=[CH:18][C:7]=21)C.[NH:19]1[CH2:24][CH2:23][NH:22][CH2:21][CH2:20]1. (2) The reactants are [C:1]([O:5][C:6](=[O:23])[NH:7][C:8]1[CH:13]=[C:12]([O:14][C:15]2[CH:20]=[CH:19][C:18]([NH2:21])=[CH:17][N:16]=2)[CH:11]=[CH:10][C:9]=1[F:22])([CH3:4])([CH3:3])[CH3:2].[S-:24][C:25]#[N:26].[K+].BrBr. The catalyst is C(O)(=O)C. The product is [C:1]([O:5][C:6](=[O:23])[NH:7][C:8]1[CH:13]=[C:12]([O:14][C:15]2[N:16]=[C:17]3[S:24][C:25]([NH2:26])=[N:21][C:18]3=[CH:19][CH:20]=2)[CH:11]=[CH:10][C:9]=1[F:22])([CH3:4])([CH3:2])[CH3:3]. The yield is 0.900.